From a dataset of Full USPTO retrosynthesis dataset with 1.9M reactions from patents (1976-2016). Predict the reactants needed to synthesize the given product. (1) Given the product [C:16]([O:20][C:21]([N:23]1[C:32]2[C:27](=[CH:28][CH:29]=[C:30]([CH2:33][CH2:34][O:35][C:36]3[CH:37]=[C:38]4[C:42](=[CH:43][CH:44]=3)[N:41]([C:6]([C:7]3[CH:8]=[C:9]([CH3:13])[CH:10]=[CH:11][CH:12]=3)=[CH:5][C:4]([O:3][CH2:1][CH3:2])=[O:15])[CH:40]=[CH:39]4)[N:31]=2)[CH2:26][CH2:25][CH2:24]1)=[O:22])([CH3:19])([CH3:17])[CH3:18], predict the reactants needed to synthesize it. The reactants are: [CH2:1]([O:3][C:4](=[O:15])[CH:5]=[C:6](Cl)[C:7]1[CH:8]=[C:9]([CH3:13])[CH:10]=[CH:11][CH:12]=1)[CH3:2].[C:16]([O:20][C:21]([N:23]1[C:32]2[C:27](=[CH:28][CH:29]=[C:30]([CH2:33][CH2:34][O:35][C:36]3[CH:37]=[C:38]4[C:42](=[CH:43][CH:44]=3)[NH:41][CH:40]=[CH:39]4)[N:31]=2)[CH2:26][CH2:25][CH2:24]1)=[O:22])([CH3:19])([CH3:18])[CH3:17]. (2) Given the product [Br:1][C:2]1[CH:7]=[CH:6][CH:5]=[C:4]([CH2:8][C:10]2[CH:11]=[CH:12][CH:13]=[CH:14][CH:15]=2)[CH:3]=1, predict the reactants needed to synthesize it. The reactants are: [Br:1][C:2]1[CH:3]=[C:4]([CH:8]([C:10]2[CH:15]=[CH:14][CH:13]=[CH:12][CH:11]=2)O)[CH:5]=[CH:6][CH:7]=1.C(O)(C(F)(F)F)=O.[OH-].[Na+]. (3) The reactants are: [NH2:1][C:2]1[C:31]([N+:32]([O-])=O)=[CH:30][C:29]([Cl:35])=[CH:28][C:3]=1[C:4]([O:6][CH2:7][C:8]1([C:21]2[CH:26]=[CH:25][C:24]([F:27])=[CH:23][CH:22]=2)[CH2:13][CH2:12][N:11]([C:14]([O:16][C:17]([CH3:20])([CH3:19])[CH3:18])=[O:15])[CH2:10][CH2:9]1)=[O:5]. Given the product [NH2:1][C:2]1[C:31]([NH2:32])=[CH:30][C:29]([Cl:35])=[CH:28][C:3]=1[C:4]([O:6][CH2:7][C:8]1([C:21]2[CH:22]=[CH:23][C:24]([F:27])=[CH:25][CH:26]=2)[CH2:9][CH2:10][N:11]([C:14]([O:16][C:17]([CH3:20])([CH3:19])[CH3:18])=[O:15])[CH2:12][CH2:13]1)=[O:5], predict the reactants needed to synthesize it. (4) Given the product [Cl:1][C:2]1[N:7]=[C:6]([C:8]2[S:12][C:11]([CH:13]([CH3:15])[CH3:14])=[N:10][C:9]=2[C:16]2[CH:17]=[C:18]([NH:19][S:26]([CH:23]3[CH2:25][CH2:24]3)(=[O:28])=[O:27])[CH:20]=[CH:21][CH:22]=2)[CH:5]=[CH:4][N:3]=1, predict the reactants needed to synthesize it. The reactants are: [Cl:1][C:2]1[N:7]=[C:6]([C:8]2[S:12][C:11]([CH:13]([CH3:15])[CH3:14])=[N:10][C:9]=2[C:16]2[CH:17]=[C:18]([CH:20]=[CH:21][CH:22]=2)[NH2:19])[CH:5]=[CH:4][N:3]=1.[CH:23]1([S:26](Cl)(=[O:28])=[O:27])[CH2:25][CH2:24]1.